Task: Predict which catalyst facilitates the given reaction.. Dataset: Catalyst prediction with 721,799 reactions and 888 catalyst types from USPTO (1) Reactant: [CH2:1]1[CH2:6][C@H:5]([C:7]([OH:9])=[O:8])[CH2:4][CH2:3][C@H:2]1[CH2:10][NH2:11].[CH3:12][CH:13]([CH3:32])[C:14]([O:16][CH:17]([O:21][C:22](ON1C(=O)CCC1=O)=[O:23])[CH2:18][CH2:19][CH3:20])=[O:15]. The catalyst class is: 761. Product: [CH3:32][CH:13]([CH3:12])[C:14]([O:16][CH:17]([O:21][C:22]([NH:11][CH2:10][C@H:2]1[CH2:3][CH2:4][C@H:5]([C:7]([OH:9])=[O:8])[CH2:6][CH2:1]1)=[O:23])[CH2:18][CH2:19][CH3:20])=[O:15]. (2) The catalyst class is: 62. Product: [Cl:37][C:33]1[CH:32]=[C:31]([NH:1][C@H:2]2[C:11]3[C:6](=[CH:7][CH:8]=[C:9]([C:12]4[CH:13]=[N:14][C:15]([C:18]([N:20]5[CH2:25][CH2:24][O:23][CH2:22][CH2:21]5)=[O:19])=[CH:16][CH:17]=4)[CH:10]=3)[N:5]([C:26](=[O:28])[CH3:27])[C@@H:4]([CH3:29])[CH2:3]2)[CH:36]=[CH:35][CH:34]=1. Reactant: [NH2:1][C@H:2]1[C:11]2[C:6](=[CH:7][CH:8]=[C:9]([C:12]3[CH:13]=[N:14][C:15]([C:18]([N:20]4[CH2:25][CH2:24][O:23][CH2:22][CH2:21]4)=[O:19])=[CH:16][CH:17]=3)[CH:10]=2)[N:5]([C:26](=[O:28])[CH3:27])[C@@H:4]([CH3:29])[CH2:3]1.Br[C:31]1[CH:36]=[CH:35][CH:34]=[C:33]([Cl:37])[CH:32]=1.C1(P(C2CCCCC2)C2C=CC=CC=2C2C(N(C)C)=CC=CC=2)CCCCC1.CC(C)([O-])C.[Na+].